This data is from Catalyst prediction with 721,799 reactions and 888 catalyst types from USPTO. The task is: Predict which catalyst facilitates the given reaction. (1) Reactant: Cl.[F:2][C:3]1([CH2:13][CH2:14][CH:15]2[C:23]3[C:18](=[CH:19][CH:20]=[CH:21][CH:22]=3)[C:17]3=[CH:24][N:25]=[CH:26][N:16]23)[CH2:12][CH2:11][C:6]2(OCC[O:7]2)[CH2:5][CH2:4]1.C([O-])(O)=O.[Na+]. Product: [F:2][C:3]1([CH2:13][CH2:14][CH:15]2[C:23]3[C:18](=[CH:19][CH:20]=[CH:21][CH:22]=3)[C:17]3=[CH:24][N:25]=[CH:26][N:16]23)[CH2:12][CH2:11][C:6](=[O:7])[CH2:5][CH2:4]1. The catalyst class is: 1. (2) Reactant: Cl.[N:2]12[CH2:9][CH2:8][CH:5]([CH2:6][CH2:7]1)[CH:4]([C:10]([Cl:12])=[O:11])[CH2:3]2.[Br:13][C:14]1[CH:20]=[CH:19][C:17]([NH2:18])=[CH:16][CH:15]=1.C(N(CC)C(C)C)(C)C. Product: [ClH:12].[Br:13][C:14]1[CH:20]=[CH:19][C:17]([NH:18][C:10]([CH:4]2[CH:5]3[CH2:8][CH2:9][N:2]([CH2:7][CH2:6]3)[CH2:3]2)=[O:11])=[CH:16][CH:15]=1. The catalyst class is: 3. (3) Reactant: C(=O)([O-])[O-].[K+].[K+].[I:7][C:8]1[CH:13]=[CH:12][C:11]([OH:14])=[CH:10][CH:9]=1.[C:15]([O:19][C:20]([N:22]1[CH2:27][CH2:26][CH:25](OS(C)(=O)=O)[CH2:24][CH2:23]1)=[O:21])([CH3:18])([CH3:17])[CH3:16].[OH-].[Na+]. Product: [I:7][C:8]1[CH:13]=[CH:12][C:11]([O:14][CH:25]2[CH2:26][CH2:27][N:22]([C:20]([O:19][C:15]([CH3:18])([CH3:17])[CH3:16])=[O:21])[CH2:23][CH2:24]2)=[CH:10][CH:9]=1. The catalyst class is: 9.